From a dataset of Reaction yield outcomes from USPTO patents with 853,638 reactions. Predict the reaction yield, written as a fraction of the theoretical maximum amount of product (1.0 means a 100% yield; for example, 0.34 means a 34% yield). (1) The reactants are [Cl:1][C:2]1[C:3]([CH3:31])=[C:4]([C:10]2[CH:14]=[CH:13][N:12]([CH2:15][C@@H:16]([NH:18][C:19]([C:21]3[N:22]=[C:23](C(OCC)=O)[S:24][CH:25]=3)=[O:20])[CH3:17])[N:11]=2)[CH:5]=[CH:6][C:7]=1[C:8]#[N:9].[CH3:32][Mg]Br.[Cl-].[NH4+].[CH2:37]1[CH2:41][O:40]CC1. The catalyst is CCOCC.O.C(Cl)Cl. The product is [Cl:1][C:2]1[C:3]([CH3:31])=[C:4]([C:10]2[CH:14]=[CH:13][N:12]([CH2:15][C@@H:16]([NH:18][C:19]([C:21]3[N:22]=[C:23]([C:41]([OH:40])([CH3:37])[CH3:32])[S:24][CH:25]=3)=[O:20])[CH3:17])[N:11]=2)[CH:5]=[CH:6][C:7]=1[C:8]#[N:9]. The yield is 0.191. (2) The reactants are [CH3:1][O:2][C:3]1[C:21]([O:22][CH3:23])=[CH:20][C:6]2[N:7]([C:10]3[S:14][C:13]([C:15]([O:17][CH3:18])=[O:16])=[C:12]([OH:19])[CH:11]=3)[CH:8]=[N:9][C:5]=2[CH:4]=1.[Cl:24][C:25]1[CH:32]=[CH:31][CH:30]=[C:29]([Cl:33])[C:26]=1[CH2:27]Br. No catalyst specified. The product is [Cl:24][C:25]1[CH:32]=[CH:31][CH:30]=[C:29]([Cl:33])[C:26]=1[CH2:27][O:19][C:12]1[CH:11]=[C:10]([N:7]2[C:6]3[CH:20]=[C:21]([O:22][CH3:23])[C:3]([O:2][CH3:1])=[CH:4][C:5]=3[N:9]=[CH:8]2)[S:14][C:13]=1[C:15]([O:17][CH3:18])=[O:16]. The yield is 0.790.